The task is: Predict the product of the given reaction.. This data is from Forward reaction prediction with 1.9M reactions from USPTO patents (1976-2016). (1) Given the reactants [OH:1][CH2:2][CH:3]1[CH2:7][CH2:6][N:5]([C:8]([O:10][C:11]([CH3:14])([CH3:13])[CH3:12])=[O:9])[CH2:4]1.[H-].[Na+].[CH3:17]I, predict the reaction product. The product is: [CH3:17][O:1][CH2:2][CH:3]1[CH2:7][CH2:6][N:5]([C:8]([O:10][C:11]([CH3:14])([CH3:13])[CH3:12])=[O:9])[CH2:4]1. (2) Given the reactants [CH3:1][Si:2]([CH3:24])([CH3:23])[C:3]1[CH:4]=[CH:5][CH:6]=[C:7]2[C:11]=1[N:10]([CH2:12][C:13]1[CH:18]=[CH:17][CH:16]=[C:15]([F:19])[CH:14]=1)[C:9]([C:20](O)=[O:21])=[CH:8]2.[NH2:25][C:26]1[CH:27]=[N:28][C:29]([N:32]2[CH2:35][CH:34]([OH:36])[CH2:33]2)=[CH:30][CH:31]=1.Cl.CN(C)CCCN=C=NCC.ON1C2C=CC=CC=2N=N1, predict the reaction product. The product is: [OH:36][CH:34]1[CH2:35][N:32]([C:29]2[N:28]=[CH:27][C:26]([NH:25][C:20]([C:9]3[N:10]([CH2:12][C:13]4[CH:18]=[CH:17][CH:16]=[C:15]([F:19])[CH:14]=4)[C:11]4[C:7]([CH:8]=3)=[CH:6][CH:5]=[CH:4][C:3]=4[Si:2]([CH3:1])([CH3:23])[CH3:24])=[O:21])=[CH:31][CH:30]=2)[CH2:33]1. (3) Given the reactants [Br:1][C:2]1[N:7]2[N:8]=[CH:9][N:10]=[C:6]2[C:5](Br)=[N:4][CH:3]=1.[O:12]1[CH2:17][CH2:16][N:15]([CH2:18][CH2:19][N:20]2[CH:24]=[CH:23][N:22]=[C:21]2[NH2:25])[CH2:14][CH2:13]1, predict the reaction product. The product is: [Br:1][C:2]1[N:7]2[N:8]=[CH:9][N:10]=[C:6]2[C:5]([NH:25][C:21]2[N:20]([CH2:19][CH2:18][N:15]3[CH2:14][CH2:13][O:12][CH2:17][CH2:16]3)[CH:24]=[CH:23][N:22]=2)=[N:4][CH:3]=1. (4) Given the reactants [CH2:1]([O:8][C:9]1[C:14](=[O:15])[CH:13]=[CH:12]O[C:10]=1[CH3:16])[C:2]1[CH:7]=[CH:6][CH:5]=[CH:4][CH:3]=1.[NH3:17].[OH-].[Na+].[Cl-].[NH4+], predict the reaction product. The product is: [CH2:1]([O:8][C:9]1[C:14](=[O:15])[CH:13]=[CH:12][NH:17][C:10]=1[CH3:16])[C:2]1[CH:7]=[CH:6][CH:5]=[CH:4][CH:3]=1. (5) Given the reactants [C:1]1([O:11][CH2:12][C:13]([NH:15][C@H:16]([C:21]([NH:23][C@H:24]([CH:33]=[O:34])[CH2:25][C:26](=NNC(N)=O)[OH:27])=[O:22])[CH2:17][CH:18]([CH3:20])[CH3:19])=[O:14])[C:10]2[C:5](=[CH:6][CH:7]=[CH:8][CH:9]=2)[CH:4]=[CH:3][CH:2]=1.C(O)(=[O:37])C.CO, predict the reaction product. The product is: [C:1]1([O:11][CH2:12][C:13]([NH:15][C@H:16]([C:21]([NH:23][C@H:24]([CH:33]=[O:34])[CH2:25][C:26]([OH:27])=[O:37])=[O:22])[CH2:17][CH:18]([CH3:20])[CH3:19])=[O:14])[C:10]2[C:5](=[CH:6][CH:7]=[CH:8][CH:9]=2)[CH:4]=[CH:3][CH:2]=1. (6) Given the reactants N1CCOC([CH2:7][CH2:8][O:9][C:10]2[CH:11]=[C:12]([NH2:16])[CH:13]=[CH:14][CH:15]=2)C1.[O:17]1[CH2:22][CH2:21][N:20]([CH2:23][CH2:24][CH2:25][O:26][C:27]2[CH:28]=[C:29]([NH:33][C:34](=[O:45])OC3C=CC([N+]([O-])=O)=CC=3)[CH:30]=[CH:31][CH:32]=2)[CH2:19][CH2:18]1, predict the reaction product. The product is: [O:17]1[CH2:22][CH2:21][N:20]([CH2:7][CH2:8][O:9][C:10]2[CH:11]=[C:12]([NH:16][C:34]([NH:33][C:29]3[CH:30]=[CH:31][CH:32]=[C:27]([O:26][CH2:25][CH2:24][CH2:23][N:20]4[CH2:19][CH2:18][O:17][CH2:22][CH2:21]4)[CH:28]=3)=[O:45])[CH:13]=[CH:14][CH:15]=2)[CH2:19][CH2:18]1.